This data is from Experimentally validated miRNA-target interactions with 360,000+ pairs, plus equal number of negative samples. The task is: Binary Classification. Given a miRNA mature sequence and a target amino acid sequence, predict their likelihood of interaction. (1) Result: 0 (no interaction). The protein sequence of the target gene is MSGGGDVVCTGWLRKSPPEKKLRRYAWKKRWFILRSGRMSGDPDVLEYYKNDHSKKPLRIINLNFCEQVDAGLTFNKKELQDSFVFDIKTSERTFYLVAETEEDMNKWVQSICQICGFNQAEESTDSLRNVSSAGHGPRSSPAELSSSSQHLLRERKSSAPSHSSQPTLFTFEPPVSNHMQPTLSTSAPQEYLYLHQCISRRAENARSASFSQGTRASFLMRSDTAVQKLAQGNGHCVNGISGQVHGFYSLPKPSRHNTEFRDSTYDLPRSLASHGHTKGSLTGSETDNEDVYTFKTPSN.... The miRNA is hsa-miR-6823-3p with sequence UGAGCCUCUCCUUCCCUCCAG. (2) Result: 1 (interaction). The protein sequence of the target gene is MAASRWLRAVLLFLCASDLLLLPPPNAYAADTPGEATPPPRKKKDIRDYNDADMARLLEQWEKDDDIEEGDLPEHKRPSAPIDFSKLDPGKPESILKMTKKGKTLMMFVTVSGNPTEKETEEITSLWQGSLFNANYDVQRFIVGSDRAIFMLRDGSYAWEIKDFLVSQDRCAEVTLEGQMYPGKGGGSKEKNKTKPEKAKKKEGDPKPRASKEDNRAGSRREDL. The miRNA is mmu-miR-30c-5p with sequence UGUAAACAUCCUACACUCUCAGC.